This data is from Reaction yield outcomes from USPTO patents with 853,638 reactions. The task is: Predict the reaction yield, written as a fraction of the theoretical maximum amount of product (1.0 means a 100% yield; for example, 0.34 means a 34% yield). (1) The reactants are Cl.[CH2:2]([O:4][C:5](=[O:9])[CH2:6][NH:7][CH3:8])[CH3:3].C(=O)([O-])[O-].[K+].[K+].[CH3:16][O:17][C:18]1[CH:40]=[CH:39][C:21]([C:22]([C:24]2[S:28][C:27]([C:29]3[CH:34]=[CH:33][CH:32]=[CH:31][CH:30]=3)=[C:26]([CH2:35][C:36]([OH:38])=O)[CH:25]=2)=[O:23])=[CH:20][CH:19]=1.O. The catalyst is O1CCCC1. The product is [CH3:16][O:17][C:18]1[CH:19]=[CH:20][C:21]([C:22]([C:24]2[S:28][C:27]([C:29]3[CH:30]=[CH:31][CH:32]=[CH:33][CH:34]=3)=[C:26]([CH2:35][C:36]([N:7]([CH2:6][C:5]([O:4][CH2:2][CH3:3])=[O:9])[CH3:8])=[O:38])[CH:25]=2)=[O:23])=[CH:39][CH:40]=1. The yield is 0.540. (2) The reactants are [Cl:1][C:2]1[N:3]=[CH:4][C:5]([CH2:8][N:9]2[C:17]3[C:12](=[CH:13][C:14]([O:18][CH3:19])=[CH:15][CH:16]=3)[C:11]([C:20](=[O:25])[C:21]([O:23]C)=[O:22])=[C:10]2[CH3:26])=[N:6][CH:7]=1.O.O.[OH-].[Li+]. The catalyst is O1CCCC1.CO. The product is [Cl:1][C:2]1[N:3]=[CH:4][C:5]([CH2:8][N:9]2[C:17]3[C:12](=[CH:13][C:14]([O:18][CH3:19])=[CH:15][CH:16]=3)[C:11]([C:20](=[O:25])[C:21]([OH:23])=[O:22])=[C:10]2[CH3:26])=[N:6][CH:7]=1. The yield is 0.950. (3) The product is [CH3:5][O:6][C:7](=[O:39])[CH2:8][N:9]([S:17]([C:20]1[CH:25]=[CH:24][CH:23]=[CH:22][C:21]=1[C:26]([C:27]1[CH:35]=[C:34]([O:36][CH3:37])[C:30]2[O:31][CH2:32][O:33][C:29]=2[CH:28]=1)=[O:38])(=[O:18])=[O:19])[C:10]1[CH:15]=[CH:14][CH:13]=[CH:12][C:11]=1[CH3:16]. The catalyst is C(OCC)(=O)C. The yield is 0.590. The reactants are CC(C)=O.[CH3:5][O:6][C:7](=[O:39])[CH2:8][N:9]([S:17]([C:20]1[CH:25]=[CH:24][CH:23]=[CH:22][C:21]=1[CH:26]([OH:38])[C:27]1[CH:35]=[C:34]([O:36][CH3:37])[C:30]2[O:31][CH2:32][O:33][C:29]=2[CH:28]=1)(=[O:19])=[O:18])[C:10]1[CH:15]=[CH:14][CH:13]=[CH:12][C:11]=1[CH3:16].CC(C)=O.OS(O)(=O)=O.O=[Cr](=O)=O.C(O)(C)C. (4) The reactants are [CH3:1][O:2][C:3](=[O:12])[C:4]1[CH:9]=[CH:8][N:7]=[C:6](Cl)[C:5]=1[Cl:11].[CH3:13][N:14](C=O)C. The catalyst is [C-]#N.[Zn+2].[C-]#N.C1C=CC([P]([Pd]([P](C2C=CC=CC=2)(C2C=CC=CC=2)C2C=CC=CC=2)([P](C2C=CC=CC=2)(C2C=CC=CC=2)C2C=CC=CC=2)[P](C2C=CC=CC=2)(C2C=CC=CC=2)C2C=CC=CC=2)(C2C=CC=CC=2)C2C=CC=CC=2)=CC=1. The product is [CH3:1][O:2][C:3](=[O:12])[C:4]1[CH:9]=[CH:8][N:7]=[C:6]([C:13]#[N:14])[C:5]=1[Cl:11]. The yield is 0.430. (5) The reactants are [CH2:1]([O:8][C:9]1[C:18]2[C:17](=O)[O:16]C(C)(C)[O:14][C:13]=2[CH:12]=[CH:11][CH:10]=1)[C:2]1[CH:7]=[CH:6][CH:5]=[CH:4][CH:3]=1.[H-].C([Al+]CC(C)C)C(C)C. The catalyst is ClCCl.C1(C)C=CC=CC=1. The product is [CH2:1]([O:8][C:9]1[CH:10]=[CH:11][CH:12]=[C:13]([OH:14])[C:18]=1[CH:17]=[O:16])[C:2]1[CH:3]=[CH:4][CH:5]=[CH:6][CH:7]=1. The yield is 0.700. (6) The product is [Cl:1][C:2]1[C:7]([CH2:19][C:13](=[CH2:12])[C:14]([O:16][CH2:17][CH3:18])=[O:15])=[N:6][CH:5]=[C:4]([Cl:8])[N:3]=1. The catalyst is C1COCC1. The reactants are [Cl:1][C:2]1[CH:7]=[N:6][CH:5]=[C:4]([Cl:8])[N:3]=1.[Li+].[Cl-].Br[CH2:12][C:13](=[CH2:19])[C:14]([O:16][CH2:17][CH3:18])=[O:15].C([Cu])#N. The yield is 0.720. (7) The reactants are [F:1][C:2]1[CH:7]=[CH:6][CH:5]=[CH:4][C:3]=1[CH:8]1[C:17]2[C:12](=[CH:13][C:14]([O:18][CH2:19][CH2:20][CH2:21][N:22]3[CH2:27][CH2:26][CH2:25][CH2:24][CH2:23]3)=[N:15][CH:16]=2)[CH2:11][NH:10][CH2:9]1.[CH2:28]=O.[BH4-].[Na+]. The catalyst is CO. The product is [F:1][C:2]1[CH:7]=[CH:6][CH:5]=[CH:4][C:3]=1[CH:8]1[C:17]2[C:12](=[CH:13][C:14]([O:18][CH2:19][CH2:20][CH2:21][N:22]3[CH2:23][CH2:24][CH2:25][CH2:26][CH2:27]3)=[N:15][CH:16]=2)[CH2:11][N:10]([CH3:28])[CH2:9]1. The yield is 0.390. (8) The reactants are Br[C:2]1[CH:17]=[CH:16][C:5]2[O:6][CH2:7][CH2:8][C:9]([C:12]([O:14][CH3:15])=[O:13])=[C:10]([CH3:11])[C:4]=2[CH:3]=1.[CH3:18][O:19][C:20]1[CH:25]=[CH:24][C:23]([C:26]2[N:27]=[CH:28][NH:29][CH:30]=2)=[CH:22][CH:21]=1.C(=O)([O-])[O-].[K+].[K+].CC(C)(C(=O)CC(=O)C(C)(C)C)C. The catalyst is [Cu]I.CN(C=O)C. The product is [CH3:18][O:19][C:20]1[CH:25]=[CH:24][C:23]([C:26]2[N:27]=[CH:28][N:29]([C:2]3[CH:17]=[CH:16][C:5]4[O:6][CH2:7][CH2:8][C:9]([C:12]([O:14][CH3:15])=[O:13])=[C:10]([CH3:11])[C:4]=4[CH:3]=3)[CH:30]=2)=[CH:22][CH:21]=1. The yield is 0.690. (9) The reactants are [CH3:1][C:2]([CH3:7])=[CH:3][C:4](=[O:6])[CH3:5].[Si:8](OS(C(F)(F)F)(=O)=O)([CH2:13][CH3:14])([CH2:11][CH3:12])[CH2:9][CH3:10].CCN(CC)CC. The catalyst is C(Cl)Cl. The product is [CH2:9]([Si:8]([CH2:13][CH3:14])([CH2:11][CH3:12])[O:6][C:4]([CH:3]=[C:2]([CH3:7])[CH3:1])=[CH2:5])[CH3:10]. The yield is 0.990.